Dataset: Reaction yield outcomes from USPTO patents with 853,638 reactions. Task: Predict the reaction yield, written as a fraction of the theoretical maximum amount of product (1.0 means a 100% yield; for example, 0.34 means a 34% yield). (1) The reactants are C([O:3][C:4]([C:6]1[CH:10]=[C:9]([C:11]2[CH:16]=[CH:15][C:14]([CH3:17])=[CH:13][N:12]=2)[N:8]([C:18]2[N:19]=[N:20][C:21]([O:24][CH3:25])=[CH:22][CH:23]=2)[N:7]=1)=[O:5])C.C[O-].[Na+].C(OCC)C.O. The catalyst is CO. The product is [CH3:25][O:24][C:21]1[N:20]=[N:19][C:18]([N:8]2[C:9]([C:11]3[CH:16]=[CH:15][C:14]([CH3:17])=[CH:13][N:12]=3)=[CH:10][C:6]([C:4]([OH:5])=[O:3])=[N:7]2)=[CH:23][CH:22]=1. The yield is 0.790. (2) The reactants are [F:1][C:2]1[CH:7]=[CH:6][CH:5]=[CH:4][C:3]=1[CH:8]([OH:25])[CH2:9][O:10][C:11]1[CH:24]=[CH:23][C:14]([CH2:15][CH:16]2[S:20][C:19](=[O:21])[NH:18][C:17]2=[O:22])=[CH:13][CH:12]=1.CS(C)=O.O=P12OP3(OP(OP(O3)(O1)=O)(=O)O2)=O.C(N(CC)CC)C. The catalyst is C(Cl)Cl.O. The product is [F:1][C:2]1[CH:7]=[CH:6][CH:5]=[CH:4][C:3]=1[C:8](=[O:25])[CH2:9][O:10][C:11]1[CH:24]=[CH:23][C:14]([CH2:15][CH:16]2[S:20][C:19](=[O:21])[NH:18][C:17]2=[O:22])=[CH:13][CH:12]=1. The yield is 0.660.